Dataset: Forward reaction prediction with 1.9M reactions from USPTO patents (1976-2016). Task: Predict the product of the given reaction. (1) The product is: [O:5]([CH2:4][CH2:3][CH2:2][N:24]([CH2:25][CH2:26][CH2:27][CH3:28])[CH2:20][CH2:21][CH2:22][CH3:23])[C:6]1[CH:11]=[CH:10][CH:9]=[CH:8][CH:7]=1. Given the reactants Cl[CH2:2][CH2:3][CH2:4][O:5][C:6]1[CH:11]=[CH:10][CH:9]=[CH:8][CH:7]=1.[I-].[K+].C(=O)([O-])[O-].[K+].[K+].[CH2:20]([NH:24][CH2:25][CH2:26][CH2:27][CH3:28])[CH2:21][CH2:22][CH3:23], predict the reaction product. (2) Given the reactants [F:1][C:2]1[C:7]([C:8]#[N:9])=[C:6]([CH3:10])[C:5]([C:11](=[O:20])[CH2:12][N:13]2[CH2:18][CH2:17][NH:16][CH2:15][C:14]2=[O:19])=[CH:4][CH:3]=1.[CH3:21][C:22]1[C:30]2[CH2:29][O:28][C:27](=[O:31])[C:26]=2[CH:25]=[CH:24][C:23]=1[C@@H:32]1[CH2:34][O:33]1, predict the reaction product. The product is: [F:1][C:2]1[C:7]([C:8]#[N:9])=[C:6]([CH3:10])[C:5]([C:11](=[O:20])[CH2:12][N:13]2[CH2:18][CH2:17][N:16]([CH2:34][C@H:32]([OH:33])[C:23]3[CH:24]=[CH:25][C:26]4[C:27](=[O:31])[O:28][CH2:29][C:30]=4[C:22]=3[CH3:21])[CH2:15][C:14]2=[O:19])=[CH:4][CH:3]=1. (3) Given the reactants [H-].[Al+3].[Li+].[H-].[H-].[H-].[Br:7][C:8]1[CH:17]=[CH:16][C:11]([C:12](OC)=[O:13])=[CH:10][C:9]=1[F:18].S([O-])([O-])(=O)=S.[Na+].[Na+], predict the reaction product. The product is: [Br:7][C:8]1[CH:17]=[CH:16][C:11]([CH2:12][OH:13])=[CH:10][C:9]=1[F:18].